Dataset: Forward reaction prediction with 1.9M reactions from USPTO patents (1976-2016). Task: Predict the product of the given reaction. (1) Given the reactants [CH3:1][O:2][C:3](=[O:27])[CH:4]([N:22]1[CH:26]=[CH:25][CH:24]=[CH:23]1)[CH2:5][C:6]1[CH:11]=[CH:10][C:9](OS(C(F)(F)F)(=O)=O)=[C:8]([O:20][CH3:21])[CH:7]=1.[CH3:28][C:29]1[O:33][C:32]([C:34]2[CH:39]=[CH:38][CH:37]=[CH:36][CH:35]=2)=[N:31][C:30]=1[CH2:40][C:41]#[CH:42], predict the reaction product. The product is: [CH3:1][O:2][C:3](=[O:27])[CH:4]([N:22]1[CH:26]=[CH:25][CH:24]=[CH:23]1)[CH2:5][C:6]1[CH:11]=[CH:10][C:9]([CH:42]=[CH:41][CH2:40][C:30]2[N:31]=[C:32]([C:34]3[CH:39]=[CH:38][CH:37]=[CH:36][CH:35]=3)[O:33][C:29]=2[CH3:28])=[C:8]([O:20][CH3:21])[CH:7]=1. (2) The product is: [CH3:1][O:2][C:3]1[C:13]([N+:32]([O-:34])=[O:33])=[CH:12][C:6]2[CH2:7][CH2:8][NH:9][CH2:10][CH2:11][C:5]=2[CH:4]=1.[CH3:1][O:2][C:3]1[CH:13]=[C:12]([N+:32]([O-:35])=[O:33])[C:6]2[CH2:7][CH2:8][NH:9][CH2:10][CH2:11][C:5]=2[CH:4]=1. Given the reactants [CH3:1][O:2][C:3]1[CH:13]=[CH:12][C:6]2[CH2:7][CH2:8][NH:9][CH2:10][CH2:11][C:5]=2[CH:4]=1.FC(F)(F)C([NH-])=O.N1C2C=CC=CC=2C=CC=C1.[N+:32]([O-:35])([O-:34])=[O:33].[K+].[OH-].[Na+], predict the reaction product. (3) Given the reactants [NH:1]1[CH:5]=[C:4]([C:6]2[CH2:7][CH:8]([NH:12][C:13]3[CH:20]=[CH:19][C:16]([C:17]#[N:18])=[C:15]([C:21]([F:24])([F:23])[F:22])[CH:14]=3)[CH2:9][CH2:10][CH:11]=2)[N:3]=[CH:2]1.C(N(CC)CC)C.[C:32]1([C:38](Cl)([C:45]2[CH:50]=[CH:49][CH:48]=[CH:47][CH:46]=2)[C:39]2[CH:44]=[CH:43][CH:42]=[CH:41][CH:40]=2)[CH:37]=[CH:36][CH:35]=[CH:34][CH:33]=1.O, predict the reaction product. The product is: [F:24][C:21]([F:22])([F:23])[C:15]1[CH:14]=[C:13]([NH:12][CH:8]2[CH2:9][CH2:10][CH:11]=[C:6]([C:4]3[N:3]=[CH:2][N:1]([C:38]([C:32]4[CH:37]=[CH:36][CH:35]=[CH:34][CH:33]=4)([C:45]4[CH:46]=[CH:47][CH:48]=[CH:49][CH:50]=4)[C:39]4[CH:40]=[CH:41][CH:42]=[CH:43][CH:44]=4)[CH:5]=3)[CH2:7]2)[CH:20]=[CH:19][C:16]=1[C:17]#[N:18]. (4) The product is: [C:6]1([C:12]2[CH:20]=[C:15]3[CH:16]=[CH:17][CH:18]=[C:19]([Si:22]([CH3:24])([CH3:23])[CH3:21])[N:14]3[N:13]=2)[CH:7]=[CH:8][CH:9]=[CH:10][CH:11]=1. Given the reactants C([Li])CCC.[C:6]1([C:12]2[CH:20]=[C:15]3[CH:16]=[CH:17][CH:18]=[CH:19][N:14]3[N:13]=2)[CH:11]=[CH:10][CH:9]=[CH:8][CH:7]=1.[CH3:21][Si:22](Cl)([CH3:24])[CH3:23].[Cl-].[NH4+], predict the reaction product. (5) Given the reactants [CH2:1]([N:8]1[CH:16]=[C:15]2[C:10]([CH:11]=[C:12]([C:17]3[CH:18]=[C:19]([C:27]4[CH:32]=[CH:31][C:30]([CH2:33]Br)=[CH:29][CH:28]=4)[N:20]4[C:25]=3[C:24]([NH2:26])=[N:23][CH:22]=[N:21]4)[CH:13]=[CH:14]2)=[N:9]1)[C:2]1[CH:7]=[CH:6][CH:5]=[CH:4][CH:3]=1.[NH:35]1[CH2:39][CH2:38][CH2:37][CH2:36]1, predict the reaction product. The product is: [CH2:1]([N:8]1[CH:16]=[C:15]2[C:10]([CH:11]=[C:12]([C:17]3[CH:18]=[C:19]([C:27]4[CH:32]=[CH:31][C:30]([CH2:33][N:35]5[CH2:39][CH2:38][CH2:37][CH2:36]5)=[CH:29][CH:28]=4)[N:20]4[C:25]=3[C:24]([NH2:26])=[N:23][CH:22]=[N:21]4)[CH:13]=[CH:14]2)=[N:9]1)[C:2]1[CH:7]=[CH:6][CH:5]=[CH:4][CH:3]=1. (6) Given the reactants C(CCC1C2C(N[C@@H]3CCCN(C(OC(C)(C)C)=O)C3)=NC=NC=2NC=1)#N.[OH:28][CH2:29][CH2:30][C:31]1[C:39]2[C:38]([NH:40][C@@H:41]3[CH2:46][CH2:45][CH2:44][N:43]([C:47]([O:49][C:50]([CH3:53])([CH3:52])[CH3:51])=[O:48])[CH2:42]3)=[N:37][CH:36]=[N:35][C:34]=2[NH:33][CH:32]=1.[CH3:54][S:55](Cl)(=[O:57])=[O:56].CCN(C(C)C)C(C)C, predict the reaction product. The product is: [CH3:54][S:55]([O:28][CH2:29][CH2:30][C:31]1[C:39]2[C:38]([NH:40][C@@H:41]3[CH2:46][CH2:45][CH2:44][N:43]([C:47]([O:49][C:50]([CH3:53])([CH3:52])[CH3:51])=[O:48])[CH2:42]3)=[N:37][CH:36]=[N:35][C:34]=2[NH:33][CH:32]=1)(=[O:57])=[O:56]. (7) Given the reactants [CH2:1]([N:8]1[CH:13]2[CH2:14][CH2:15][CH:9]1[CH2:10][CH:11]([N:16]1[CH2:21][CH2:20][NH:19][CH2:18][CH2:17]1)[CH2:12]2)[C:2]1[CH:7]=[CH:6][CH:5]=[CH:4][CH:3]=1.CCN(CC)CC.[CH3:29][C:30]([O:33][C:34](O[C:34]([O:33][C:30]([CH3:32])([CH3:31])[CH3:29])=[O:35])=[O:35])([CH3:32])[CH3:31], predict the reaction product. The product is: [CH2:1]([N:8]1[CH:9]2[CH2:15][CH2:14][CH:13]1[CH2:12][CH:11]([N:16]1[CH2:21][CH2:20][N:19]([C:34]([O:33][C:30]([CH3:32])([CH3:31])[CH3:29])=[O:35])[CH2:18][CH2:17]1)[CH2:10]2)[C:2]1[CH:3]=[CH:4][CH:5]=[CH:6][CH:7]=1.